Dataset: Full USPTO retrosynthesis dataset with 1.9M reactions from patents (1976-2016). Task: Predict the reactants needed to synthesize the given product. (1) Given the product [F:46][C:7]1[CH:6]=[CH:5][C:4]([C:9]2[N:14]=[CH:13][N:12]=[C:11]([NH:15][C:16]3[CH:17]=[C:18]([CH2:22][S:23]([NH2:26])(=[O:25])=[O:24])[CH:19]=[CH:20][CH:21]=3)[N:10]=2)=[C:3]([O:2][CH3:1])[CH:8]=1, predict the reactants needed to synthesize it. The reactants are: [CH3:1][O:2][C:3]1[CH:8]=[CH:7][CH:6]=[CH:5][C:4]=1[C:9]1[N:14]=[CH:13][N:12]=[C:11]([NH:15][C:16]2[CH:17]=[C:18]([CH2:22][S:23]([NH2:26])(=[O:25])=[O:24])[CH:19]=[CH:20][CH:21]=2)[N:10]=1.ClC1N=CN=C(NC2C=C(CS(N)(=O)=O)C=CC=2)N=1.[F:46]C1C=CC(B(O)O)=C(OC)C=1. (2) Given the product [C:10]([OH:9])(=[O:13])[CH2:11][OH:2].[C:3]([OH:7])(=[O:6])[CH2:4][CH3:5], predict the reactants needed to synthesize it. The reactants are: [C]=[O:2].[C:3]([O:7]C[O:9][C:10](=[O:13])[CH2:11]C)(=[O:6])[CH2:4][CH3:5]. (3) Given the product [CH3:19][O:20][C:21]1[CH:26]=[CH:25][C:24]([C:2]2[S:10][C:5]3=[CH:6][N:7]=[CH:8][CH:9]=[C:4]3[C:3]=2[NH:11][C:12](=[O:18])[O:13][C:14]([CH3:17])([CH3:16])[CH3:15])=[CH:23][CH:22]=1, predict the reactants needed to synthesize it. The reactants are: I[C:2]1[S:10][C:5]2=[CH:6][N:7]=[CH:8][CH:9]=[C:4]2[C:3]=1[NH:11][C:12](=[O:18])[O:13][C:14]([CH3:17])([CH3:16])[CH3:15].[CH3:19][O:20][C:21]1[CH:26]=[CH:25][C:24](B(O)O)=[CH:23][CH:22]=1.C([O-])([O-])=O.[K+].[K+]. (4) Given the product [CH3:1][O:2][C:3](=[O:21])[C@H:4]([CH2:13][C:14]1[CH:19]=[CH:18][C:17]([OH:20])=[C:16]([N+:22]([O-:24])=[O:23])[CH:15]=1)[NH:5][C:6]([O:8][C:9]([CH3:12])([CH3:10])[CH3:11])=[O:7], predict the reactants needed to synthesize it. The reactants are: [CH3:1][O:2][C:3](=[O:21])[C@H:4]([CH2:13][C:14]1[CH:19]=[CH:18][C:17]([OH:20])=[CH:16][CH:15]=1)[NH:5][C:6]([O:8][C:9]([CH3:12])([CH3:11])[CH3:10])=[O:7].[N+:22]([O-])([OH:24])=[O:23]. (5) Given the product [CH2:38]([C:6]1[N:5]=[C:4]([C:1]([NH2:2])=[O:3])[C:9]([NH:10][C:11]2[CH:16]=[CH:15][C:14]([N:17]3[CH2:22][CH2:21][N:20]([CH3:23])[CH2:19][CH2:18]3)=[C:13]([C:24]([F:25])([F:26])[F:27])[CH:12]=2)=[N:8][C:7]=1[NH:28][CH:29]1[CH2:34][CH2:33][CH:32]([C:35](=[O:36])[NH:48][C:43]2[CH:44]=[CH:45][CH:46]=[CH:47][C:42]=2[O:41][CH3:40])[CH2:31][CH2:30]1)[CH3:39], predict the reactants needed to synthesize it. The reactants are: [C:1]([C:4]1[N:5]=[C:6]([CH2:38][CH3:39])[C:7]([NH:28][CH:29]2[CH2:34][CH2:33][CH:32]([C:35](O)=[O:36])[CH2:31][CH2:30]2)=[N:8][C:9]=1[NH:10][C:11]1[CH:16]=[CH:15][C:14]([N:17]2[CH2:22][CH2:21][N:20]([CH3:23])[CH2:19][CH2:18]2)=[C:13]([C:24]([F:27])([F:26])[F:25])[CH:12]=1)(=[O:3])[NH2:2].[CH3:40][O:41][C:42]1[C:43]([NH2:48])=[CH:44][CH:45]=[CH:46][CH:47]=1.O.ON1C2C=CC=CC=2N=N1.Cl.C(N=C=NCCCN(C)C)C.C(=O)([O-])O.[Na+]. (6) Given the product [ClH:13].[NH2:12][C:9]1[NH:10][CH:11]=[C:7]([CH2:6][CH2:5][CH2:4][NH:3][C:15]([C:17]2[NH:18][CH:19]=[CH:20][CH:21]=2)=[O:16])[N:8]=1, predict the reactants needed to synthesize it. The reactants are: Cl.Cl.[NH2:3][CH2:4][CH2:5][CH2:6][C:7]1[N:8]=[C:9]([NH2:12])[NH:10][CH:11]=1.[Cl:13]C(Cl)(Cl)[C:15]([C:17]1[NH:18][CH:19]=[CH:20][CH:21]=1)=[O:16].C(=O)([O-])[O-].[Na+].[Na+]. (7) Given the product [C:1]([C:3]1[C:4]([CH3:28])=[C:5]([CH:10]2[O:26][CH2:25][C@@H:13]3[CH2:14][N:15]([C:18]([O:20][C:21]([CH3:24])([CH3:23])[CH3:22])=[O:19])[CH2:16][CH2:17][N:12]3[CH2:11]2)[CH:6]=[CH:7][C:8]=1[F:9])#[N:2], predict the reactants needed to synthesize it. The reactants are: [C:1]([C:3]1[C:4]([CH3:28])=[C:5]([CH:10](O)[CH2:11][N:12]2[CH2:17][CH2:16][N:15]([C:18]([O:20][C:21]([CH3:24])([CH3:23])[CH3:22])=[O:19])[CH2:14][C@H:13]2[CH2:25][OH:26])[CH:6]=[CH:7][C:8]=1[F:9])#[N:2].C(C=P(CCCC)(CCCC)CCCC)#N. (8) Given the product [Cl:8][C:4]1[C:3]([C:9]2[CH:14]=[CH:13][CH:12]=[C:11]([CH2:15][CH3:16])[CH:10]=2)=[C:2]([C@:22]([C@@H:28]2[O:33][CH2:32][CH2:31][N:30]([C:34]([O:36][C:37]([CH3:40])([CH3:39])[CH3:38])=[O:35])[CH2:29]2)([OH:27])[CH2:23][CH2:24][CH:25]=[CH2:26])[CH:7]=[CH:6][CH:5]=1, predict the reactants needed to synthesize it. The reactants are: Br[C:2]1[CH:7]=[CH:6][CH:5]=[C:4]([Cl:8])[C:3]=1[C:9]1[CH:14]=[CH:13][CH:12]=[C:11]([CH2:15][CH3:16])[CH:10]=1.[Li]CCCC.[C:22]([C@@H:28]1[O:33][CH2:32][CH2:31][N:30]([C:34]([O:36][C:37]([CH3:40])([CH3:39])[CH3:38])=[O:35])[CH2:29]1)(=[O:27])[CH2:23][CH2:24][CH:25]=[CH2:26].[NH4+].[Cl-].